Dataset: Full USPTO retrosynthesis dataset with 1.9M reactions from patents (1976-2016). Task: Predict the reactants needed to synthesize the given product. (1) Given the product [C:1]([O:5][C:6]([NH:8][C@:9]1([C:15]([O:17][C:18]([CH3:21])([CH3:20])[CH3:19])=[O:16])[CH:13]=[CH:12][C:11](=[O:14])[CH2:10]1)=[O:7])([CH3:4])([CH3:3])[CH3:2], predict the reactants needed to synthesize it. The reactants are: [C:1]([O:5][C:6]([NH:8][C@:9]1([C:15]([O:17][C:18]([CH3:21])([CH3:20])[CH3:19])=[O:16])[CH:13]=[CH:12][C@H:11]([OH:14])[CH2:10]1)=[O:7])([CH3:4])([CH3:3])[CH3:2].[O-]Cl.[Na+].C([O-])(O)=O.[Na+]. (2) The reactants are: CC1C=CC(S(O[CH2:12][CH2:13][C@@H:14]([OH:21])[C:15]2[CH:20]=[CH:19][CH:18]=[CH:17][CH:16]=2)(=O)=O)=CC=1.[N:22]([C:25]1[CH:30]=[CH:29][CH:28]=[C:27]([CH3:31])[CH:26]=1)=[C:23]=[O:24].C1CCN2C(=NCCC2)CC1. Given the product [C:15]1([C@@H:14]2[O:21][C:23](=[O:24])[N:22]([C:25]3[CH:26]=[C:27]([CH3:31])[CH:28]=[CH:29][CH:30]=3)[CH2:12][CH2:13]2)[CH:16]=[CH:17][CH:18]=[CH:19][CH:20]=1, predict the reactants needed to synthesize it. (3) Given the product [F:1][C:2]1[C:3]([C:9]2[CH:14]=[C:13]([NH:15][C:16]3[CH:21]=[CH:20][N:19]=[C:18]4[CH:22]=[N:23][NH:24][C:17]=34)[CH:12]=[CH:11][N:10]=2)=[N:4][C:5]([CH3:8])=[CH:6][CH:7]=1, predict the reactants needed to synthesize it. The reactants are: [F:1][C:2]1[C:3]([C:9]2[CH:14]=[C:13]([NH:15][C:16]3[CH:21]=[CH:20][N:19]=[C:18]4[CH:22]=[N:23][N:24](CC5C=CC(OC)=CC=5)[C:17]=34)[CH:12]=[CH:11][N:10]=2)=[N:4][C:5]([CH3:8])=[CH:6][CH:7]=1.FC1C(C2C=C(NC3C4C(=CN(CC5C=CC(OC)=CC=5)N=4)N=CC=3)C=CN=2)=NC(C)=CC=1.FC(F)(F)C(O)=O.C(=O)(O)[O-].[Na+]. (4) Given the product [C:1]([O:5][C:6](=[O:31])[NH:7][CH2:8][CH2:9][CH:10]([C:11]1[N:20]([CH2:21][C:22]2[CH:23]=[CH:24][CH:25]=[CH:26][CH:27]=2)[C:19](=[O:28])[C:18]2[C:13](=[CH:14][C:15]([Cl:29])=[CH:16][CH:17]=2)[N:12]=1)[NH:30][CH2:49][C:41]1[CH:46]=[CH:45][C:44]([CH3:47])=[CH:43][CH:42]=1)([CH3:4])([CH3:2])[CH3:3], predict the reactants needed to synthesize it. The reactants are: [C:1]([O:5][C:6](=[O:31])[NH:7][CH2:8][CH2:9][CH:10]([NH2:30])[C:11]1[N:20]([CH2:21][C:22]2[CH:27]=[CH:26][CH:25]=[CH:24][CH:23]=2)[C:19](=[O:28])[C:18]2[C:13](=[CH:14][C:15]([Cl:29])=[CH:16][CH:17]=2)[N:12]=1)([CH3:4])([CH3:3])[CH3:2].CCN(C(C)C)C(C)C.[C:41]1([CH3:49])[CH:46]=[CH:45][C:44]([CH:47]=O)=[CH:43][CH:42]=1.C(O[BH-](OC(=O)C)OC(=O)C)(=O)C.[Na+].